Dataset: Full USPTO retrosynthesis dataset with 1.9M reactions from patents (1976-2016). Task: Predict the reactants needed to synthesize the given product. (1) Given the product [C:3]1([O:2][P:1]([NH:35][C@@H:34]([CH3:36])[C:33]([O:32][CH2:27][C:28]([CH3:31])([CH3:30])[CH3:29])=[O:37])([O:52][C:51]2[C:46]([F:45])=[C:47]([F:56])[C:48]([F:55])=[C:49]([F:54])[C:50]=2[F:53])=[O:13])[C:12]2[C:7](=[CH:8][CH:9]=[CH:10][CH:11]=2)[CH:6]=[CH:5][CH:4]=1, predict the reactants needed to synthesize it. The reactants are: [P:1](Cl)(Cl)(=[O:13])[O:2][C:3]1[C:12]2[C:7](=[CH:8][CH:9]=[CH:10][CH:11]=2)[CH:6]=[CH:5][CH:4]=1.C1(C)C=CC(S(O)(=O)=O)=CC=1.[CH2:27]([O:32][C:33](=[O:37])[C@H:34]([CH3:36])[NH2:35])[C:28]([CH3:31])([CH3:30])[CH3:29].C(N(CC)CC)C.[F:45][C:46]1[C:51]([OH:52])=[C:50]([F:53])[C:49]([F:54])=[C:48]([F:55])[C:47]=1[F:56]. (2) Given the product [CH3:30][O:31][C:32](=[O:51])[C:33]([CH3:50])([CH3:49])/[CH:34]=[CH:35]/[C:36]1[CH:45]=[C:44]2[C:39]([CH:40]=[CH:41][C:42]([C@H:46]([NH:48][C:22]([C@@H:18]3[CH2:19][CH2:20][CH2:21][N:16]([C:14](=[O:15])[C@@H:13]([NH:12][C:10](=[O:11])[C@@H:9]([NH:8][C:6]([O:5][C:1]([CH3:2])([CH3:4])[CH3:3])=[O:7])[CH:26]([CH3:28])[CH3:27])[CH3:25])[NH:17]3)=[O:23])[CH3:47])=[N:43]2)=[CH:38][CH:37]=1, predict the reactants needed to synthesize it. The reactants are: [C:1]([O:5][C:6]([NH:8][C@@H:9]([CH:26]([CH3:28])[CH3:27])[C:10]([NH:12][C@@H:13]([CH3:25])[C:14]([N:16]1[CH2:21][CH2:20][CH2:19][C@@H:18]([C:22](O)=[O:23])[NH:17]1)=[O:15])=[O:11])=[O:7])([CH3:4])([CH3:3])[CH3:2].Cl.[CH3:30][O:31][C:32](=[O:51])[C:33]([CH3:50])([CH3:49])/[CH:34]=[CH:35]/[C:36]1[CH:45]=[C:44]2[C:39]([CH:40]=[CH:41][C:42]([C@H:46]([NH2:48])[CH3:47])=[N:43]2)=[CH:38][CH:37]=1.C(N(CC)C(C)C)(C)C.C[NH3+].F[P-](F)(F)(F)(F)F.N1(OC(N(C)C)=[N+](C)C)C2N=CC=CC=2N=N1.F[P-](F)(F)(F)(F)F. (3) The reactants are: Cl[CH2:2][C:3]1[O:4][C:5]2[C:11]([O:12][CH3:13])=[C:10]([O:14][CH3:15])[C:9]([O:16][CH3:17])=[CH:8][C:6]=2[N:7]=1.[NH:18]1[CH2:23][CH2:22][NH:21][CH2:20][CH2:19]1. Given the product [CH3:17][O:16][C:9]1[C:10]([O:14][CH3:15])=[C:11]([O:12][CH3:13])[C:5]2[O:4][C:3]([CH2:2][N:18]3[CH2:23][CH2:22][N:21]([CH2:2][C:3]4[O:4][C:5]5[C:11]([O:12][CH3:13])=[C:10]([O:14][CH3:15])[C:9]([O:16][CH3:17])=[CH:8][C:6]=5[N:7]=4)[CH2:20][CH2:19]3)=[N:7][C:6]=2[CH:8]=1, predict the reactants needed to synthesize it.